Dataset: CYP2C19 inhibition data for predicting drug metabolism from PubChem BioAssay. Task: Regression/Classification. Given a drug SMILES string, predict its absorption, distribution, metabolism, or excretion properties. Task type varies by dataset: regression for continuous measurements (e.g., permeability, clearance, half-life) or binary classification for categorical outcomes (e.g., BBB penetration, CYP inhibition). Dataset: cyp2c19_veith. (1) The compound is CN(CCCCCCCCCCN(C)C(=O)Oc1ccccc1[N+](C)(C)C)C(=O)Oc1ccccc1[N+](C)(C)C. The result is 0 (non-inhibitor). (2) The compound is O=C(Cc1ccccc1)NC(NCCc1ccccc1)C(Cl)(Cl)Cl. The result is 1 (inhibitor). (3) The molecule is Cc1cc(/C=C\c2ccc3cc(N(C)C)ccc3[n+]2C)c(C)n1-c1ccccc1.Cc1cc(/C=C\c2ccc3cc(N(C)C)ccc3[n+]2C)c(C)n1-c1ccccc1.O=C(O)c1cc2ccccc2c(Cc2c([O-])c(C(=O)O)cc3ccccc23)c1[O-]. The result is 0 (non-inhibitor). (4) The compound is c1cncc(-c2nc(-n3ccnc3)c3ccccc3n2)c1. The result is 0 (non-inhibitor).